Dataset: Peptide-MHC class II binding affinity with 134,281 pairs from IEDB. Task: Regression. Given a peptide amino acid sequence and an MHC pseudo amino acid sequence, predict their binding affinity value. This is MHC class II binding data. (1) The peptide sequence is ERWFVRNPFFAVTAL. The MHC is H-2-IAd with pseudo-sequence H-2-IAd. The binding affinity (normalized) is 0.816. (2) The peptide sequence is EKKYWAATQFEPLAA. The MHC is HLA-DPA10201-DPB10101 with pseudo-sequence HLA-DPA10201-DPB10101. The binding affinity (normalized) is 0.829. (3) The binding affinity (normalized) is 0.337. The MHC is DRB1_0401 with pseudo-sequence DRB1_0401. The peptide sequence is KEDFLRCLVKEIPPR. (4) The peptide sequence is YGIAAENVIDVKLVD. The MHC is DRB3_0101 with pseudo-sequence DRB3_0101. The binding affinity (normalized) is 0.152. (5) The peptide sequence is LPQILAECARRRLRTHHHHHH. The MHC is DRB1_1301 with pseudo-sequence DRB1_1301. The binding affinity (normalized) is 0.797. (6) The peptide sequence is SLGEAWTGGGSDKAL. The MHC is DRB3_0202 with pseudo-sequence DRB3_0202. The binding affinity (normalized) is 0.0824.